Dataset: Forward reaction prediction with 1.9M reactions from USPTO patents (1976-2016). Task: Predict the product of the given reaction. Given the reactants [Br:1][C:2]1[CH:3]=[C:4]([C:8]#[C:9][C:10]2[CH:15]=[CH:14][C:13]([OH:16])=[CH:12][CH:11]=2)[CH:5]=[CH:6][CH:7]=1.[OH2:17].C([O:20]CC)C, predict the reaction product. The product is: [Br:1][C:2]1[CH:3]=[C:4]([C:8](=[O:20])[C:9]([C:10]2[CH:11]=[CH:12][C:13]([OH:16])=[CH:14][CH:15]=2)=[O:17])[CH:5]=[CH:6][CH:7]=1.